Dataset: Forward reaction prediction with 1.9M reactions from USPTO patents (1976-2016). Task: Predict the product of the given reaction. (1) Given the reactants [Cl:1][C:2]1[C:3]([F:31])=[C:4]([CH:8]=[C:9]([Cl:30])[C:10]=1[NH:11][C:12]1[N:22]=[C:21]2[C:15]([N:16]([CH3:29])[C:17](=[O:28])[CH2:18][CH2:19][N:20]2[CH:23]2[CH2:27][CH2:26][CH2:25][CH2:24]2)=[CH:14][N:13]=1)[C:5](O)=[O:6].CN(C(ON1N=NC2C=CC=NC1=2)=[N+](C)C)C.F[P-](F)(F)(F)(F)F.[NH2:56][CH:57]1[CH2:62][CH2:61][N:60]([CH3:63])[CH2:59][CH2:58]1.C(N(C(C)C)CC)(C)C, predict the reaction product. The product is: [Cl:1][C:2]1[C:3]([F:31])=[C:4]([CH:8]=[C:9]([Cl:30])[C:10]=1[NH:11][C:12]1[N:22]=[C:21]2[C:15]([N:16]([CH3:29])[C:17](=[O:28])[CH2:18][CH2:19][N:20]2[CH:23]2[CH2:27][CH2:26][CH2:25][CH2:24]2)=[CH:14][N:13]=1)[C:5]([NH:56][CH:57]1[CH2:62][CH2:61][N:60]([CH3:63])[CH2:59][CH2:58]1)=[O:6]. (2) Given the reactants [CH3:1][C:2]1([CH3:13])[C:6]2=[C:7]([OH:12])[CH:8]=[CH:9][C:10]([CH3:11])=[C:5]2[O:4][CH2:3]1.Cl[C:15]1[N:20]=[CH:19][C:18]([N+:21]([O-:23])=[O:22])=[CH:17][N:16]=1.C([O-])([O-])=O.[K+].[K+], predict the reaction product. The product is: [N+:21]([C:18]1[CH:17]=[N:16][C:15]([O:12][C:7]2[C:6]3[C:2]([CH3:13])([CH3:1])[CH2:3][O:4][C:5]=3[C:10]([CH3:11])=[CH:9][CH:8]=2)=[N:20][CH:19]=1)([O-:23])=[O:22]. (3) Given the reactants [CH2:1]([O:3][C:4]([C:6]1[C:7]([CH2:14][N:15]2[C:23](=[O:24])[C:22]3[C:17](=[CH:18][CH:19]=[CH:20][CH:21]=3)[C:16]2=[O:25])=[N:8][NH:9][C:10]=1[CH:11]1[CH2:13][CH2:12]1)=[O:5])[CH3:2].[F:26][C:27]([F:39])([F:38])[O:28][C:29]1[CH:30]=[C:31](B(O)O)[CH:32]=[CH:33][CH:34]=1, predict the reaction product. The product is: [CH2:1]([O:3][C:4]([C:6]1[C:7]([CH2:14][N:15]2[C:16](=[O:25])[C:17]3[C:22](=[CH:21][CH:20]=[CH:19][CH:18]=3)[C:23]2=[O:24])=[N:8][N:9]([C:31]2[CH:32]=[CH:33][CH:34]=[C:29]([O:28][C:27]([F:26])([F:38])[F:39])[CH:30]=2)[C:10]=1[CH:11]1[CH2:13][CH2:12]1)=[O:5])[CH3:2]. (4) Given the reactants [C:1](=[O:4])([O-])[O-].[K+].[K+].C(O[C:11]1[CH:12]=[C:13]([C:17]2[CH:22]=[C:21]([C:23](=[O:32])[NH:24][C:25]3[CH:26]=[N:27][C:28](Br)=[CH:29][CH:30]=3)[CH:20]=[CH:19][C:18]=2[O:33][CH3:34])[CH:14]=[CH:15][CH:16]=1)(=O)C, predict the reaction product. The product is: [OH:33][C:18]1[CH:19]=[CH:20][C:21]([C:28]2[N:27]=[CH:26][C:25]([NH:24][C:23]([C:21]3[CH:22]=[C:17]([C:13]4[CH:14]=[CH:15][CH:16]=[C:11]([O:4][CH3:1])[CH:12]=4)[C:18]([O:33][CH3:34])=[CH:19][CH:20]=3)=[O:32])=[CH:30][CH:29]=2)=[CH:22][CH:17]=1. (5) Given the reactants [Br:1][C:2]1[C:3]([S:11][C:12]([CH3:15])([CH3:14])[CH3:13])=[C:4]([CH:7]=[CH:8][C:9]=1[I:10])[CH:5]=O.Cl.[NH2:17][OH:18], predict the reaction product. The product is: [Br:1][C:2]1[C:3]([S:11][C:12]([CH3:15])([CH3:14])[CH3:13])=[C:4]([CH:7]=[CH:8][C:9]=1[I:10])[CH:5]=[N:17][OH:18]. (6) The product is: [CH:2]1[C:11]2[C:6](=[CH:7][CH:8]=[CH:9][CH:10]=2)[CH:5]=[CH:4][N:3]=1. Given the reactants Cl[C:2]1[C:11]2[C:6](=[CH:7][CH:8]=[CH:9][CH:10]=2)[CH:5]=[CH:4][N:3]=1.C([O-])(=O)C.[NH4+], predict the reaction product. (7) Given the reactants [C:1]([C:3]1[CH:8]=[CH:7][C:6]([S:9]([N:12]2[CH2:17][CH2:16][N:15](C(OC(C)(C)C)=O)[CH2:14][CH2:13]2)(=[O:11])=[O:10])=[C:5]([CH3:25])[CH:4]=1)#[N:2].C(O)(C(F)(F)F)=O, predict the reaction product. The product is: [CH3:25][C:5]1[CH:4]=[C:3]([CH:8]=[CH:7][C:6]=1[S:9]([N:12]1[CH2:17][CH2:16][NH:15][CH2:14][CH2:13]1)(=[O:11])=[O:10])[C:1]#[N:2].